From a dataset of Catalyst prediction with 721,799 reactions and 888 catalyst types from USPTO. Predict which catalyst facilitates the given reaction. (1) Reactant: Cl.[Cl:2][C:3]1[CH:8]=[CH:7][CH:6]=[CH:5][C:4]=1[C:9]1[N:10]([CH2:29][C:30]([OH:33])([CH3:32])[CH3:31])[C:11]2[C:16]([N:17]=1)=[C:15]([N:18]1[CH2:23][CH2:22][N:21]([C:24]([O:26][CH3:27])=[O:25])[CH2:20][CH2:19]1)[N:14]=[C:13]([CH3:28])[N:12]=2. The catalyst class is: 28. Product: [ClH:2].[Cl:2][C:3]1[CH:8]=[CH:7][CH:6]=[CH:5][C:4]=1[C:9]1[N:10]([CH2:29][C:30]([OH:33])([CH3:31])[CH3:32])[C:11]2[C:16]([N:17]=1)=[C:15]([N:18]1[CH2:23][CH2:22][N:21]([C:24]([O:26][CH3:27])=[O:25])[CH2:20][CH2:19]1)[N:14]=[C:13]([CH3:28])[N:12]=2. (2) Reactant: Br[C:2]1[CH:3]=[C:4]2[C:24]([C:25]([CH3:28])([CH3:27])[CH:26]=1)=[C:7]1[N:8]=[C:9]3[C:14](=[CH:15][C:6]1=[CH:5]2)[C:13]1[CH:16]=[CH:17][CH:18]=[CH:19][C:12]=1[C:11]1[CH:20]=[CH:21][CH:22]=[CH:23][C:10]3=1.[B:29]1([B:29]2[O:33][C:32]([CH3:35])([CH3:34])[C:31]([CH3:37])([CH3:36])[O:30]2)[O:33][C:32]([CH3:35])([CH3:34])[C:31]([CH3:37])([CH3:36])[O:30]1.C([O-])(=O)C.[K+]. Product: [CH3:36][C:31]1([CH3:37])[C:32]([CH3:35])([CH3:34])[O:33][BH:29][O:30]1.[CH3:27][C:25]1([CH3:28])[C:24]2[C:4]([CH:5]=[C:6]3[CH:15]=[C:14]4[C:9]([C:10]5[CH:23]=[CH:22][CH:21]=[CH:20][C:11]=5[C:12]5[CH:19]=[CH:18][CH:17]=[CH:16][C:13]=54)=[N:8][C:7]3=2)=[CH:3][CH:2]=[CH:26]1. The catalyst class is: 203. (3) Reactant: [CH:1]([C:3]1[CH:8]=[C:7]([F:9])[C:6]([O:10][C:11]2[CH:16]=[CH:15][C:14]([Cl:17])=[C:13]([C:18]([F:21])([F:20])[F:19])[CH:12]=2)=[C:5]([F:22])[CH:4]=1)=[CH2:2].B1C2CCCC1CCC2.[OH-:32].[Na+].OO. Product: [Cl:17][C:14]1[CH:15]=[CH:16][C:11]([O:10][C:6]2[C:5]([F:22])=[CH:4][C:3]([CH2:1][CH2:2][OH:32])=[CH:8][C:7]=2[F:9])=[CH:12][C:13]=1[C:18]([F:19])([F:21])[F:20]. The catalyst class is: 1. (4) Reactant: C([O:3][C:4](=[O:43])[C@@H:5]([NH:13][C:14](=[O:42])[CH2:15][CH:16]1[CH2:21][CH2:20][N:19]([C:22]2[CH:27]=[C:26]([CH3:28])[N:25]=[C:24]3[N:29]([C:33]4[C:38]([CH3:39])=[CH:37][C:36]([Br:40])=[CH:35][C:34]=4[CH3:41])[CH:30]=[C:31]([CH3:32])[C:23]=23)[CH2:18][CH2:17]1)[CH2:6][C:7]1[CH:12]=[CH:11][CH:10]=[CH:9][CH:8]=1)C.[OH-].[Na+].OS([O-])(=O)=O.[K+]. Product: [Br:40][C:36]1[CH:37]=[C:38]([CH3:39])[C:33]([N:29]2[C:24]3=[N:25][C:26]([CH3:28])=[CH:27][C:22]([N:19]4[CH2:20][CH2:21][CH:16]([CH2:15][C:14]([NH:13][C@@H:5]([CH2:6][C:7]5[CH:8]=[CH:9][CH:10]=[CH:11][CH:12]=5)[C:4]([OH:43])=[O:3])=[O:42])[CH2:17][CH2:18]4)=[C:23]3[C:31]([CH3:32])=[CH:30]2)=[C:34]([CH3:41])[CH:35]=1. The catalyst class is: 14. (5) Reactant: [CH2:1]([O:5][CH2:6][CH2:7][O:8][C:9]1[CH:14]=[CH:13][C:12]([C:15]2[CH:16]=[CH:17][C:18]3[N:24]([CH2:25][CH2:26][CH3:27])[CH2:23][CH2:22][C:21]([C:28]([NH:30][C:31]4[CH:36]=[CH:35][C:34]([S:37][CH2:38][C:39]5[N:43]6[CH:44]=[CH:45][CH:46]=[CH:47][C:42]6=[N:41][C:40]=5[CH3:48])=[CH:33][CH:32]=4)=[O:29])=[CH:20][C:19]=3[CH:49]=2)=[CH:11][CH:10]=1)[CH2:2][CH2:3][CH3:4].ClC1C=CC=C(C(OO)=[O:58])C=1.S([O-])([O-])(=O)=S.[Na+].[Na+]. The catalyst class is: 4. Product: [CH2:1]([O:5][CH2:6][CH2:7][O:8][C:9]1[CH:10]=[CH:11][C:12]([C:15]2[CH:16]=[CH:17][C:18]3[N:24]([CH2:25][CH2:26][CH3:27])[CH2:23][CH2:22][C:21]([C:28]([NH:30][C:31]4[CH:32]=[CH:33][C:34]([S:37]([CH2:38][C:39]5[N:43]6[CH:44]=[CH:45][CH:46]=[CH:47][C:42]6=[N:41][C:40]=5[CH3:48])=[O:58])=[CH:35][CH:36]=4)=[O:29])=[CH:20][C:19]=3[CH:49]=2)=[CH:13][CH:14]=1)[CH2:2][CH2:3][CH3:4]. (6) Reactant: C(OC(=O)[NH:7][C:8]1[CH:13]=[C:12]([O:14][CH2:15][C:16]([F:19])([F:18])[F:17])[C:11]([C:20]([F:23])([F:22])[F:21])=[CH:10][C:9]=1[NH:24][C:25](=[O:44])[CH2:26][C:27]([C:29]1[CH:34]=[CH:33][CH:32]=[C:31]([C:35]2[CH:36]=[N:37][C:38]([N:41]([CH3:43])[CH3:42])=[CH:39][CH:40]=2)[CH:30]=1)=O)(C)(C)C.C(O)(C(F)(F)F)=O. Product: [CH3:42][N:41]([CH3:43])[C:38]1[N:37]=[CH:36][C:35]([C:31]2[CH:30]=[C:29]([C:27]3[CH2:26][C:25](=[O:44])[NH:24][C:9]4[CH:10]=[C:11]([C:20]([F:22])([F:21])[F:23])[C:12]([O:14][CH2:15][C:16]([F:19])([F:17])[F:18])=[CH:13][C:8]=4[N:7]=3)[CH:34]=[CH:33][CH:32]=2)=[CH:40][CH:39]=1. The catalyst class is: 2. (7) Reactant: [CH3:1][S:2][C:3]1[N:8]=[C:7]([NH:9][CH2:10][C:11]2[CH:16]=[CH:15][C:14]([O:17][CH3:18])=[C:13]([Cl:19])[CH:12]=2)[C:6]([CH:20]=O)=[CH:5][N:4]=1.[C:22](OC)(=[O:28])[CH2:23][C:24]([O:26][CH3:27])=[O:25].N1CCCCC1.C(O)(=O)C. Product: [CH3:1][S:2][C:3]1[N:4]=[CH:5][C:6]2[CH:20]=[C:23]([C:24]([O:26][CH3:27])=[O:25])[C:22](=[O:28])[N:9]([CH2:10][C:11]3[CH:16]=[CH:15][C:14]([O:17][CH3:18])=[C:13]([Cl:19])[CH:12]=3)[C:7]=2[N:8]=1. The catalyst class is: 13. (8) Reactant: I[C:2]1[C:3]([C:9]([O:11][CH3:12])=[O:10])=[N:4][C:5]([CH3:8])=[CH:6][CH:7]=1.[CH3:13][C:14]1[N:18]=[CH:17][NH:16][N:15]=1.CN[C@@H]1CCCC[C@H]1NC.C(=O)([O-])[O-].[Cs+].[Cs+].C[Si](C=[N+]=[N-])(C)C. Product: [CH3:8][C:5]1[N:4]=[C:3]([C:9]([O:11][CH3:12])=[O:10])[C:2]([N:16]2[CH:17]=[N:18][C:14]([CH3:13])=[N:15]2)=[CH:7][CH:6]=1. The catalyst class is: 3. (9) Reactant: [NH2:1][C:2]1[N:7]=[C:6]([NH:8][CH2:9][C:10]([NH:12][C:13]2[CH:18]=[CH:17][CH:16]=[C:15]([C:19]([F:22])([F:21])[F:20])[CH:14]=2)=[O:11])[C:5]([CH:23]=O)=[C:4](Cl)[N:3]=1.C(O)(C)C.O.[NH2:31][NH2:32]. Product: [NH2:1][C:2]1[N:3]=[C:4]2[NH:31][N:32]=[CH:23][C:5]2=[C:6]([NH:8][CH2:9][C:10]([NH:12][C:13]2[CH:18]=[CH:17][CH:16]=[C:15]([C:19]([F:22])([F:21])[F:20])[CH:14]=2)=[O:11])[N:7]=1. The catalyst class is: 6.